This data is from Full USPTO retrosynthesis dataset with 1.9M reactions from patents (1976-2016). The task is: Predict the reactants needed to synthesize the given product. (1) The reactants are: Cl.[F:2][CH:3]([F:32])[CH2:4][N:5]1[C:13]2[C:8](=[CH:9][C:10]([O:14][CH:15]3[CH2:20][CH2:19][N:18]([CH:21]([CH3:23])[CH3:22])[CH2:17][CH2:16]3)=[CH:11][CH:12]=2)[CH:7]=[C:6]1[C:24]([N:26]1[CH2:31][CH2:30][NH:29][CH2:28][CH2:27]1)=[O:25].[CH2:33]([N:35]([CH2:39][CH3:40])[C:36](Cl)=[O:37])[CH3:34]. Given the product [CH2:33]([N:35]([CH2:39][CH3:40])[C:36]([N:29]1[CH2:28][CH2:27][N:26]([C:24]([C:6]2[N:5]([CH2:4][CH:3]([F:2])[F:32])[C:13]3[C:8]([CH:7]=2)=[CH:9][C:10]([O:14][CH:15]2[CH2:20][CH2:19][N:18]([CH:21]([CH3:23])[CH3:22])[CH2:17][CH2:16]2)=[CH:11][CH:12]=3)=[O:25])[CH2:31][CH2:30]1)=[O:37])[CH3:34], predict the reactants needed to synthesize it. (2) Given the product [Br:15][C:16]1[N:17]=[CH:18][C:19]([C:20]([N:11]2[CH2:12][CH2:13][CH:8]([O:7][C:4]3[CH:3]=[CH:2][C:1]([CH3:14])=[CH:6][CH:5]=3)[CH2:9][CH2:10]2)=[O:21])=[CH:23][CH:24]=1, predict the reactants needed to synthesize it. The reactants are: [C:1]1([CH3:14])[CH:6]=[CH:5][C:4]([O:7][CH:8]2[CH2:13][CH2:12][NH:11][CH2:10][CH2:9]2)=[CH:3][CH:2]=1.[Br:15][C:16]1[CH:24]=[CH:23][C:19]([C:20](O)=[O:21])=[CH:18][N:17]=1.O.[Cl-].COC1N=C(OC)N=C([N+]2(C)CCOCC2)N=1.C(Cl)(Cl)Cl. (3) Given the product [CH3:1][O:2][C:3]1[CH:4]=[C:5]2[C:14]([NH2:15])=[N:13][C:12]([N:16]3[CH2:21][CH2:20][N:19]([C:22]([CH:24]4[O:33][C:32]5[C:27](=[CH:28][CH:29]=[CH:30][CH:31]=5)[O:26][CH2:25]4)=[O:23])[CH2:18][CH2:17]3)=[N:11][C:6]2=[CH:7][C:8]=1[O:9][CH3:10].[ClH:34], predict the reactants needed to synthesize it. The reactants are: [CH3:1][O:2][C:3]1[CH:4]=[C:5]2[C:14]([NH2:15])=[N:13][C:12]([N:16]3[CH2:21][CH2:20][N:19]([C:22]([CH:24]4[O:33][C:32]5[CH:31]=[CH:30][CH:29]=[CH:28][C:27]=5[O:26][CH2:25]4)=[O:23])[CH2:18][CH2:17]3)=[N:11][C:6]2=[CH:7][C:8]=1[O:9][CH3:10].[ClH:34]. (4) The reactants are: [C:1]([NH:4][C@H:5]1[C@H:14]([C@@H:15]([C@@H:17]([CH2:19][OH:20])[OH:18])[OH:16])[O:13][C:8]([OH:12])([C:9](=[O:11])[OH:10])[CH2:7][C@@H:6]1[OH:21])(=[O:3])[CH3:2].[C:22](Cl)(=O)[CH3:23]. Given the product [C:1]([NH:4][C@H:5]1[C@H:14]([C@@H:15]([C@@H:17]([CH2:19][OH:20])[OH:18])[OH:16])[O:13][C:8]([OH:12])([C:9](=[O:10])[O:11][CH2:22][CH3:23])[CH2:7][C@@H:6]1[OH:21])(=[O:3])[CH3:2], predict the reactants needed to synthesize it. (5) Given the product [F:16][C:15]([O:8][CH2:7][C:6]([F:10])([F:9])[C:5]([F:12])([F:11])[O:4][CH3:3])=[C:14]([F:18])[F:13], predict the reactants needed to synthesize it. The reactants are: [H-].[Na+].[CH3:3][O:4][C:5]([F:12])([F:11])[C:6]([F:10])([F:9])[CH2:7][OH:8].[F:13][C:14]([F:18])=[C:15](F)[F:16]. (6) Given the product [C:1]([NH:4][C:5]1[C:6]([F:17])=[C:7]([CH2:12][CH2:13][C:14]([OH:16])=[O:15])[CH:8]=[CH:9][CH:10]=1)(=[O:3])[CH3:2], predict the reactants needed to synthesize it. The reactants are: [C:1]([NH:4][C:5]1[C:6]([F:17])=[C:7](/[CH:12]=[CH:13]/[C:14]([OH:16])=[O:15])[C:8](Cl)=[CH:9][CH:10]=1)(=[O:3])[CH3:2].C(N(CC)CC)C. (7) The reactants are: [Br:1][C:2]1[CH:7]=[CH:6][C:5]([C:8](=[O:12])[CH:9]([OH:11])[OH:10])=[CH:4][C:3]=1[F:13].F[C:15]1C=C(C2C=NC3N(C(CC4C=C5C(=CC=4)N=CC=C5)=CN=3)N=2)C=C[C:16]=1C(NC[C@H](O)C)=O.C([O-])([O-])O[CH2:50][CH3:51].C1(C)C=CC(S(O)(=O)=O)=CC=1. Given the product [Br:1][C:2]1[CH:7]=[CH:6][C:5]([C:8](=[O:12])[CH:9]([O:10][CH2:50][CH3:51])[O:11][CH2:15][CH3:16])=[CH:4][C:3]=1[F:13], predict the reactants needed to synthesize it. (8) Given the product [Si:16]([O:8][CH:6]1[CH2:5][CH:4]([C:9]([OH:11])=[O:10])[CH:3]([CH2:1][CH3:2])[CH2:7]1)([C:13]([CH3:15])([CH3:14])[CH3:12])([CH3:18])[CH3:17], predict the reactants needed to synthesize it. The reactants are: [CH2:1]([C@@H:3]1[CH2:7][C@@H:6]([OH:8])[CH2:5][C@@H:4]1[C:9]([OH:11])=[O:10])[CH3:2].[CH3:12][C:13]([Si:16](Cl)([CH3:18])[CH3:17])([CH3:15])[CH3:14].N1C=CN=C1.